Binary Classification. Given a miRNA mature sequence and a target amino acid sequence, predict their likelihood of interaction. From a dataset of Experimentally validated miRNA-target interactions with 360,000+ pairs, plus equal number of negative samples. (1) The miRNA is hsa-miR-502-5p with sequence AUCCUUGCUAUCUGGGUGCUA. The protein sequence of the target gene is MIAWRLPLCVLLVASVESHLGALGPKNVSQKDAEFERTYADDVNSELVNIYTFNHTVTRNRTEGVRVSVNVLNKQKGAPLLFVVRQKEAVVSFQVPLILRGLYQRKYLYQKVERTLCQPPTKNESEIQFFYVDVSTLSPVNTTYQLRVNRVDNFVLRTGELFTFNTTAAQPQYFKYEFPDGVDSVIVKVTSKKAFPCSVISIQDVLCPVYDLDNNVAFIGMYQTMTKKAAITVQRKDFPSNSFYVVVVVKTEDQACGGSLPFYPFVEDEPVDQGHRQKTLSVLVSQAVTSEAYVGGMLFC.... Result: 0 (no interaction). (2) The protein sequence of the target gene is MDAEVEDKTLHTLSKGTEVPMDSLIPELRVPYDCSMAKKRRAEEQASGVPINKRKSLLMKPRHYSPDMGCKESPDNRNEDDGLLETNDHATADEIMVKSMDETLHLPAQDSSLQKKDQYTCYPELMVKSLVHLGKFEESESVQTTCENLNGSSIQSLKAESDEAHEGSMVHSDNGRDKVHHSQPPFCSSGDSESDSDSAENGWGNGSNSSEDTDTHKGPKHKLTYNRKDLLEVPEIKAEDDKFIPCENRCDSDTDGRDPQNSHMEPLVVKAQPSFPEVEEGESLATVTEEPAEVEKAKGN.... Result: 1 (interaction). The miRNA is mmu-miR-297a-5p with sequence AUGUAUGUGUGCAUGUGCAUGU. (3) The miRNA is hsa-miR-335-5p with sequence UCAAGAGCAAUAACGAAAAAUGU. The protein sequence of the target gene is MAGASLGARFYRQIKRHPGIIPMIGLICLGMGSAALYLLRLALRSPDVCWDRKNNPEPWNRLSPNDQYKFLAVSTDYKKLKKDRPDF. Result: 1 (interaction). (4) The miRNA is hsa-miR-6513-3p with sequence UCAAGUGUCAUCUGUCCCUAG. The protein sequence of the target gene is MSFEGGHGGSRCRGAESGDAEPPPQPPPPPPPTPPPGEPAPVPAAPRYLPPLPASPETPERAAGPSEPLGEVAPRCRGADELPPPPLPLQPAGQEVAAAGDSGEGPRRLPEAAAAKGGPGESEAGAGGERERRGAGDQPETRSVCSSRSSSSGGGDQRAGHQHQHHQPICKICFQGAEQGELLNPCRCDGSVRYTHQLCLLKWISERGSWTCELCCYRYHVIAIKMKQPCQWQSISITLVEKVQMIAVILGSLFLIASVTWLLWSAFSPYAVWQRKDILFQICYGMYGFMDLVCIGLIVH.... Result: 0 (no interaction). (5) The miRNA is hsa-miR-6864-3p with sequence GUGAGACUUCUCUCCCUUCAG. The protein sequence of the target gene is MASSGSVQQLPLVLLMLLLASAARARLYFRSGQTCYHPIRGDQLALLGRRTYPRPHEYLSPADLPKNWDWRNVNGVNYASVTRNQHIPQYCGSCWAHGSTSAMADRINIKRKGAWPSILLSVQNVIDCGNAGSCEGGNDLPVWEYAHKHGIPDETCNNYQAKDQDCDKFNQCGTCTEFKECHTIQNYTLWRVGDYGSLSGREKMMAEIYANGPISCGIMATEMMSNYTGGIYAEHQDQAVINHIISVAGWGVSNDGIEYWIVRNSWGEPWGEKGWMRIVTSTYKGGTGDSYNLAIESACT.... Result: 0 (no interaction). (6) The miRNA is hsa-miR-5089-5p with sequence GUGGGAUUUCUGAGUAGCAUC. The protein sequence of the target gene is MFRIGRRQLWKQSVTRVLTQRLKEEKEAKRARLDGRHDYLFAIVASCLDLNKPEVEDALLEGNQIERMDQLFAVGGLRHLMFYYQDVEGAEAGHCGSSGGVNPASGKMKKPKVFVTEGKDVALMGACVFFIRSDPSKAITPENIHREVSFNTLDTADGGLLNSVRRLLSDIFIPALRASSHGWGELEGLQDASSIRQEFLSSLEGFVGILSGAQNSLKEKVNLQKCDIIELKSLKEPTDYLALASNPETVEKVECCMRVWIKQMEQILAENSQLRKEADDVGPRAELEHWKQRLSRFNYL.... Result: 0 (no interaction).